Dataset: Reaction yield outcomes from USPTO patents with 853,638 reactions. Task: Predict the reaction yield, written as a fraction of the theoretical maximum amount of product (1.0 means a 100% yield; for example, 0.34 means a 34% yield). (1) The reactants are [C:1]([N:4]1[C@@H:10]([CH3:11])[C@H:9]([NH:12][C:13](=[O:25])[C@@H:14]([N:16](C)[C:17](=O)OC(C)(C)C)[CH3:15])[C:8](=[O:26])[N:7]([CH2:27][C:28]2[C:37]3[C:32](=[CH:33][CH:34]=[CH:35][CH:36]=3)[CH:31]=[CH:30][C:29]=2[O:38][CH3:39])[C:6]2[CH:40]=[CH:41][CH:42]=[CH:43][C:5]1=2)(=[O:3])[CH3:2].[ClH:44]. The yield is 0.730. The product is [ClH:44].[C:1]([N:4]1[C@@H:10]([CH3:11])[C@H:9]([NH:12][C:13](=[O:25])[C@@H:14]([NH:16][CH3:17])[CH3:15])[C:8](=[O:26])[N:7]([CH2:27][C:28]2[C:37]3[C:32](=[CH:33][CH:34]=[CH:35][CH:36]=3)[CH:31]=[CH:30][C:29]=2[O:38][CH3:39])[C:6]2[CH:40]=[CH:41][CH:42]=[CH:43][C:5]1=2)(=[O:3])[CH3:2]. The catalyst is O1CCOCC1.CCOCC. (2) The reactants are [Br:1][C:2]1[CH:3]=[C:4]([C:8]([F:14])([F:13])[CH2:9][CH2:10][C:11]#N)[CH:5]=[CH:6][CH:7]=1.C(O)CO.[OH2:19].[OH-:20].[K+]. The catalyst is CCOC(C)=O. The product is [Br:1][C:2]1[CH:3]=[C:4]([C:8]([F:14])([F:13])[CH2:9][CH2:10][C:11]([OH:20])=[O:19])[CH:5]=[CH:6][CH:7]=1. The yield is 0.630. (3) The reactants are C1(C)C=CC=CC=1.[CH2:8]([NH:10][CH2:11][CH3:12])[CH3:9].[CH3:13][O:14][C:15]1[CH:23]=[CH:22][CH:21]=[CH:20][C:16]=1[C:17](Cl)=[O:18].Cl.C(NCC)C. The catalyst is O. The product is [CH2:8]([N:10]([CH2:11][CH3:12])[C:17](=[O:18])[C:16]1[CH:20]=[CH:21][CH:22]=[CH:23][C:15]=1[O:14][CH3:13])[CH3:9]. The yield is 0.940. (4) The yield is 0.870. The catalyst is CO.[Pd]. The product is [F:5][C:6]1[CH:7]=[CH:8][C:9]([C:12]2[C:20]3[C:15](=[CH:16][CH:17]=[C:18]([NH:21][C:22]([C:24]4([CH:36]([OH:38])[CH3:37])[CH2:28][CH2:27][NH:26][CH2:25]4)=[O:23])[CH:19]=3)[N:14]([C:39]([C:40]3[CH:41]=[CH:42][CH:43]=[CH:44][CH:45]=3)([C:46]3[CH:47]=[CH:48][CH:49]=[CH:50][CH:51]=3)[C:52]3[CH:57]=[CH:56][CH:55]=[CH:54][CH:53]=3)[N:13]=2)=[CH:10][CH:11]=1. The reactants are C([O-])=O.[NH4+].[F:5][C:6]1[CH:11]=[CH:10][C:9]([C:12]2[C:20]3[C:15](=[CH:16][CH:17]=[C:18]([NH:21][C:22]([C:24]4([CH:36]([OH:38])[CH3:37])[CH2:28][CH2:27][N:26](CC5C=CC=CC=5)[CH2:25]4)=[O:23])[CH:19]=3)[N:14]([C:39]([C:52]3[CH:57]=[CH:56][CH:55]=[CH:54][CH:53]=3)([C:46]3[CH:51]=[CH:50][CH:49]=[CH:48][CH:47]=3)[C:40]3[CH:45]=[CH:44][CH:43]=[CH:42][CH:41]=3)[N:13]=2)=[CH:8][CH:7]=1.